From a dataset of Peptide-MHC class II binding affinity with 134,281 pairs from IEDB. Regression. Given a peptide amino acid sequence and an MHC pseudo amino acid sequence, predict their binding affinity value. This is MHC class II binding data. (1) The peptide sequence is GPGSTGLNITGVTCG. The MHC is HLA-DPA10201-DPB10101 with pseudo-sequence HLA-DPA10201-DPB10101. The binding affinity (normalized) is 0. (2) The peptide sequence is KGNFQRLAITKGKVD. The MHC is DRB1_1602 with pseudo-sequence DRB1_1602. The binding affinity (normalized) is 0.393. (3) The peptide sequence is GAMVATNFFGINTIP. The MHC is HLA-DPA10201-DPB11401 with pseudo-sequence HLA-DPA10201-DPB11401. The binding affinity (normalized) is 0.143. (4) The peptide sequence is FVHLGHRDNIEDDLL. The MHC is HLA-DPA10103-DPB10401 with pseudo-sequence HLA-DPA10103-DPB10401. The binding affinity (normalized) is 0.125. (5) The peptide sequence is VKDLKKIITRISAVS. The MHC is DRB1_1302 with pseudo-sequence DRB1_1302. The binding affinity (normalized) is 0.283. (6) The peptide sequence is AAATAGTTVYGAFAA. The MHC is DRB1_0901 with pseudo-sequence DRB1_0901. The binding affinity (normalized) is 0.470. (7) The peptide sequence is LQSLGADIASEQAVL. The MHC is DRB1_0404 with pseudo-sequence DRB1_0404. The binding affinity (normalized) is 0.573. (8) The peptide sequence is PFTVRYTTEGGTKGE. The MHC is HLA-DPA10103-DPB10301 with pseudo-sequence HLA-DPA10103-DPB10301. The binding affinity (normalized) is 0.0482. (9) The binding affinity (normalized) is 0. The peptide sequence is PDNVKPIYIVTPTNA. The MHC is HLA-DQA10301-DQB10302 with pseudo-sequence HLA-DQA10301-DQB10302. (10) The peptide sequence is GYKVQTNGPWMQVPL. The MHC is HLA-DQA10201-DQB10301 with pseudo-sequence HLA-DQA10201-DQB10301. The binding affinity (normalized) is 0.574.